Dataset: Full USPTO retrosynthesis dataset with 1.9M reactions from patents (1976-2016). Task: Predict the reactants needed to synthesize the given product. (1) The reactants are: [CH2:1]([N:6]1[C:10](=[O:11])[C:9](=[CH:12][C:13]([OH:15])=O)[S:8][CH:7]1[C:16]1[CH:21]=[CH:20][CH:19]=[CH:18][CH:17]=1)[CH2:2][CH:3]([CH3:5])[CH3:4].[NH:22]1[CH2:27][CH2:26][CH:25]([N:28]2[CH2:37][C:36]3[C:31](=[CH:32][CH:33]=[CH:34][CH:35]=3)[NH:30][C:29]2=[O:38])[CH2:24][CH2:23]1.C(O)(C(F)(F)F)=O.CCN(C(C)C)C(C)C.CN(C(ON1N=NC2C=CC=NC1=2)=[N+](C)C)C.F[P-](F)(F)(F)(F)F. Given the product [CH2:1]([N:6]1[C:10](=[O:11])[C:9](=[CH:12][C:13]([N:22]2[CH2:23][CH2:24][CH:25]([N:28]3[CH2:37][C:36]4[C:31](=[CH:32][CH:33]=[CH:34][CH:35]=4)[NH:30][C:29]3=[O:38])[CH2:26][CH2:27]2)=[O:15])[S:8][CH:7]1[C:16]1[CH:21]=[CH:20][CH:19]=[CH:18][CH:17]=1)[CH2:2][CH:3]([CH3:4])[CH3:5], predict the reactants needed to synthesize it. (2) The reactants are: C([O:9][CH:10]([C@@H:13]1[CH2:17][C@@H:16]([CH2:18][CH:19]=[CH2:20])[C@H:15]([N:21]2[C:25]3[N:26]=[C:27]([NH2:31])[NH:28][C:29](=[O:30])[C:24]=3[S:23][C:22]2=[O:32])[O:14]1)[CH2:11][CH3:12])(=O)C1C=CC=CC=1.C([O-])([O-])=O.[K+].[K+].[NH4+].[Cl-]. Given the product [CH2:18]([C@@H:16]1[CH2:17][C@@H:13]([CH:10]([OH:9])[CH2:11][CH3:12])[O:14][C@H:15]1[N:21]1[C:25]2[N:26]=[C:27]([NH2:31])[NH:28][C:29](=[O:30])[C:24]=2[S:23][C:22]1=[O:32])[CH:19]=[CH2:20], predict the reactants needed to synthesize it. (3) Given the product [F:22][C:19]1[N:20]=[CH:21][C:16]([N:4]2[CH2:5][CH:6]([C:7]([O:9][C:10]([CH3:11])([CH3:13])[CH3:12])=[O:8])[N:2]([CH3:1])[C:3]2=[O:14])=[CH:17][CH:18]=1, predict the reactants needed to synthesize it. The reactants are: [CH3:1][N:2]1[CH:6]([C:7]([O:9][C:10]([CH3:13])([CH3:12])[CH3:11])=[O:8])[CH2:5][NH:4][C:3]1=[O:14].Br[C:16]1[CH:17]=[CH:18][C:19]([F:22])=[N:20][CH:21]=1.CN(C)[C@@H]1CCCC[C@H]1N.P([O-])([O-])([O-])=O.[K+].[K+].[K+]. (4) Given the product [N:1]1[CH:8]=[CH:9][N:3]2[CH:4]=[CH:5][CH:6]=[N:7][C:2]=12, predict the reactants needed to synthesize it. The reactants are: [NH2:1][C:2]1[N:7]=[CH:6][CH:5]=[CH:4][N:3]=1.[CH2:8](OC(OCC)CBr)[CH3:9].Br. (5) The reactants are: Cl.[NH2:2][C@@H:3]([CH2:8][C:9]([F:12])([F:11])[CH3:10])[C:4]([O:6][CH3:7])=[O:5].N1C=CC=CC=1.[C:19](Cl)(Cl)=[O:20]. Given the product [F:12][C:9]([F:11])([CH3:10])[CH2:8][C@H:3]([N:2]=[C:19]=[O:20])[C:4]([O:6][CH3:7])=[O:5], predict the reactants needed to synthesize it. (6) Given the product [CH2:14]([NH:15][CH2:16][C:17]([O:19][CH2:20][CH3:21])=[O:18])[CH2:13][CH3:12], predict the reactants needed to synthesize it. The reactants are: C([O-])=O.[NH4+].C([CH2:12][CH2:13][CH2:14][NH:15][CH2:16][C:17]([O:19][CH2:20][CH3:21])=[O:18])C1C=CC=CC=1. (7) Given the product [Cl:1][C:2]1[C:7]([O:8][CH3:9])=[CH:6][C:5]([O:10][CH3:11])=[C:4]([Cl:12])[C:3]=1[C:13]1[N:18]=[CH:17][C:16]2[C:19]([C:22]3[CH:23]=[N:24][N:25]([CH2:27][C:28]([NH:35][CH2:34][CH2:33][O:32][CH3:31])=[O:29])[CH:26]=3)=[N:20][NH:21][C:15]=2[CH:14]=1, predict the reactants needed to synthesize it. The reactants are: [Cl:1][C:2]1[C:7]([O:8][CH3:9])=[CH:6][C:5]([O:10][CH3:11])=[C:4]([Cl:12])[C:3]=1[C:13]1[N:18]=[CH:17][C:16]2[C:19]([C:22]3[CH:23]=[N:24][N:25]([CH2:27][C:28](O)=[O:29])[CH:26]=3)=[N:20][NH:21][C:15]=2[CH:14]=1.[CH3:31][O:32][CH2:33][CH2:34][NH2:35].